From a dataset of Reaction yield outcomes from USPTO patents with 853,638 reactions. Predict the reaction yield, written as a fraction of the theoretical maximum amount of product (1.0 means a 100% yield; for example, 0.34 means a 34% yield). (1) The reactants are [Cl:1][C:2]1[C:23]([Cl:24])=[CH:22][C:5]2[O:6][C@H:7]([CH2:10]OS(C3C=CC(C)=CC=3)(=O)=O)[CH2:8][O:9][C:4]=2[CH:3]=1.[C:25]1(=[O:35])[NH:29][C:28](=[O:30])[C:27]2=[CH:31][CH:32]=[CH:33][CH:34]=[C:26]12.[K].O. The catalyst is CN(C=O)C. The product is [Cl:1][C:2]1[C:23]([Cl:24])=[CH:22][C:5]2[O:6][C@@H:7]([CH2:10][N:29]3[C:25](=[O:35])[C:26]4[C:27](=[CH:31][CH:32]=[CH:33][CH:34]=4)[C:28]3=[O:30])[CH2:8][O:9][C:4]=2[CH:3]=1. The yield is 0.800. (2) The reactants are Cl[C:2]1[CH:7]=[C:6]([Cl:8])[N:5]=[CH:4][N:3]=1.[Cl:9][C:10]1[N:11]=[CH:12][NH:13][CH:14]=1.C(=O)([O-])[O-].[Cs+].[Cs+].O. The catalyst is CN(C=O)C. The product is [Cl:8][C:6]1[CH:7]=[C:2]([N:13]2[CH:14]=[C:10]([Cl:9])[N:11]=[CH:12]2)[N:3]=[CH:4][N:5]=1. The yield is 0.546.